From a dataset of Full USPTO retrosynthesis dataset with 1.9M reactions from patents (1976-2016). Predict the reactants needed to synthesize the given product. (1) Given the product [CH:41]([Cl:44])([Cl:43])[Cl:42].[CH3:14][OH:15].[NH4+:19].[OH-:15].[OH2:15], predict the reactants needed to synthesize it. The reactants are: CCCCCCCCCCCCC[CH2:14][O:15]CC(OCCCCCCCCCCCCCC)C[N+:19](CCO)(C)C.[Br-].[CH:41]([Cl:44])([Cl:43])[Cl:42]. (2) Given the product [CH:1]1([C:4]2[O:18][C:13]([CH2:14][O:15][CH3:16])=[N:12][C:5]=2[CH2:6][C:7]([O:9][CH2:10][CH3:11])=[O:8])[CH2:2][CH2:3]1, predict the reactants needed to synthesize it. The reactants are: [CH:1]1([C:4](=[O:18])[CH:5]([NH:12][C:13](=O)[CH2:14][O:15][CH3:16])[CH2:6][C:7]([O:9][CH2:10][CH3:11])=[O:8])[CH2:3][CH2:2]1.O=P(Cl)(Cl)Cl.C([O-])([O-])=O.[K+].[K+]. (3) Given the product [CH:8]([C:5]1[S:6][CH:7]=[C:3]([CH2:2][N:30]2[CH2:29][CH2:28][N:27]([C:20]([O:22][C:23]([CH3:26])([CH3:25])[CH3:24])=[O:21])[CH2:32][CH2:31]2)[N:4]=1)([CH3:10])[CH3:9], predict the reactants needed to synthesize it. The reactants are: Cl[CH2:2][C:3]1[N:4]=[C:5]([CH:8]([CH3:10])[CH3:9])[S:6][CH:7]=1.CCN(C(C)C)C(C)C.[C:20]([N:27]1[CH2:32][CH2:31][NH:30][CH2:29][CH2:28]1)([O:22][C:23]([CH3:26])([CH3:25])[CH3:24])=[O:21].